Dataset: Full USPTO retrosynthesis dataset with 1.9M reactions from patents (1976-2016). Task: Predict the reactants needed to synthesize the given product. (1) Given the product [Cl:1]([O-:3])=[O:2].[Na+:4].[P:5]([O-:9])([OH:8])([OH:7])=[O:6].[Na+:4].[Cl:11][C:12]1[CH:20]=[C:19]2[C:15]([C:16]([C:21]([OH:40])=[O:22])=[CH:17][NH:18]2)=[CH:14][C:13]=1[C:23]1[CH:28]=[CH:27][C:26]([CH2:29][CH2:30][OH:31])=[C:25]([O:32][CH3:33])[CH:24]=1, predict the reactants needed to synthesize it. The reactants are: [Cl:1]([O-:3])=[O:2].[Na+:4].[P:5]([O-:9])([OH:8])([OH:7])=[O:6].[Na+].[Cl:11][C:12]1[CH:20]=[C:19]2[C:15]([C:16]([CH:21]=[O:22])=[CH:17][NH:18]2)=[CH:14][C:13]=1[C:23]1[CH:28]=[CH:27][C:26]([CH2:29][CH2:30][OH:31])=[C:25]([O:32][CH3:33])[CH:24]=1.CC(=CC)C.S([O-])([O-])=[O:40].[Na+].[Na+]. (2) Given the product [CH:63]1([CH2:62][N:61]([CH2:60][C:59]([F:67])([F:66])[F:58])[C:15]([C:12]2[O:13][CH:14]=[C:10]([C:4]3[C:5]4[CH:9]=[CH:8][NH:7][C:6]=4[N:1]=[CH:2][N:3]=3)[CH:11]=2)=[O:17])[CH2:65][CH2:64]1, predict the reactants needed to synthesize it. The reactants are: [N:1]1[C:6]2[NH:7][CH:8]=[CH:9][C:5]=2[C:4]([C:10]2[CH:11]=[C:12]([C:15]([OH:17])=O)[O:13][CH:14]=2)=[N:3][CH:2]=1.C1CN([P+](ON2N=NC3C=CC=CC2=3)(N2CCCC2)N2CCCC2)CC1.F[P-](F)(F)(F)(F)F.CN1CCOCC1.[F:58][C:59]([F:67])([F:66])[CH2:60][NH:61][CH2:62][CH:63]1[CH2:65][CH2:64]1.